From a dataset of Choline transporter screen with 302,306 compounds. Binary Classification. Given a drug SMILES string, predict its activity (active/inactive) in a high-throughput screening assay against a specified biological target. (1) The drug is s1c(nnc1NC(=O)/C=C\c1oc(cc1)C)CC. The result is 0 (inactive). (2) The drug is Clc1ccc(Oc2nc3n(c(=O)c2/C=C(\S(=O)(=O)c2ccccc2)C#N)cccc3C)cc1. The result is 0 (inactive). (3) The compound is Fc1cc(NC(=O)COC(=O)CC(c2ccccc2)c2ccccc2)ccc1F. The result is 0 (inactive). (4) The molecule is s1c(nn2c(N)c(/C=C3\c4c(N=C3)cccc4)c(=O)nc12)CCC. The result is 0 (inactive). (5) The drug is O(C1CCN(CC1)Cc1ncccc1)c1ccc(cc1)C(=O)NC(Cc1ncccc1)C. The result is 0 (inactive). (6) The drug is Fc1ccc(/C=C\CN2CCC(n3nccc3NC(=O)c3c(OC)cccc3)CC2)cc1. The result is 0 (inactive). (7) The drug is S=c1oc2c([nH]1)cc(c1ccccc1)cc2. The result is 0 (inactive).